Dataset: Catalyst prediction with 721,799 reactions and 888 catalyst types from USPTO. Task: Predict which catalyst facilitates the given reaction. The catalyst class is: 207. Product: [Cl:8][C:5]1[CH:6]=[CH:7][C:2]([B:23]2[O:24][C:25]([CH3:26])([CH3:27])[C:29]([CH3:30])([CH3:31])[O:28]2)=[CH:3][C:4]=1[O:9][CH2:10][C:11]1[CH:16]=[CH:15][C:14]([O:17][CH3:18])=[CH:13][CH:12]=1. Reactant: Br[C:2]1[CH:7]=[CH:6][C:5]([Cl:8])=[C:4]([O:9][CH2:10][C:11]2[CH:16]=[CH:15][C:14]([O:17][CH3:18])=[CH:13][CH:12]=2)[CH:3]=1.C(O[B:23]([O:28][CH:29]([CH3:31])[CH3:30])[O:24][CH:25]([CH3:27])[CH3:26])(C)C.C([Li])CCC.OC(C(O)(C)C)(C)C.